The task is: Predict the reaction yield, written as a fraction of the theoretical maximum amount of product (1.0 means a 100% yield; for example, 0.34 means a 34% yield).. This data is from Reaction yield outcomes from USPTO patents with 853,638 reactions. (1) The reactants are C(Cl)(=O)C(Cl)=O.[C:7]([C:11]1[CH:16]=[CH:15][C:14]([S:17]([NH:20][CH2:21][C:22]2[CH:30]=[CH:29][C:25]([C:26]([OH:28])=O)=[CH:24][CH:23]=2)(=[O:19])=[O:18])=[CH:13][CH:12]=1)([CH3:10])([CH3:9])[CH3:8].[N:31]1([C:37]2[N:42]=[CH:41][C:40]([NH2:43])=[CH:39][CH:38]=2)[CH2:36][CH2:35][O:34][CH2:33][CH2:32]1. The catalyst is CN(C=O)C.C1COCC1. The product is [C:7]([C:11]1[CH:12]=[CH:13][C:14]([S:17]([NH:20][CH2:21][C:22]2[CH:23]=[CH:24][C:25]([C:26]([NH:43][C:40]3[CH:41]=[N:42][C:37]([N:31]4[CH2:32][CH2:33][O:34][CH2:35][CH2:36]4)=[CH:38][CH:39]=3)=[O:28])=[CH:29][CH:30]=2)(=[O:18])=[O:19])=[CH:15][CH:16]=1)([CH3:9])([CH3:10])[CH3:8]. The yield is 0.510. (2) The product is [CH2:13]([O:12][C:10](=[O:11])[C:9]([C:8](=[O:15])[C:3]1[CH:4]=[CH:5][CH:6]=[CH:7][C:2]=1[F:1])=[CH:16][N:17]([CH3:19])[CH3:18])[CH3:14]. The yield is 1.00. The reactants are [F:1][C:2]1[CH:7]=[CH:6][CH:5]=[CH:4][C:3]=1[C:8](=[O:15])[CH2:9][C:10]([O:12][CH2:13][CH3:14])=[O:11].[CH3:16][N:17]([CH:19](OC)OC)[CH3:18]. The catalyst is C1(C)C=CC=CC=1.